From a dataset of Catalyst prediction with 721,799 reactions and 888 catalyst types from USPTO. Predict which catalyst facilitates the given reaction. (1) Reactant: C(OC([N:8]1[CH2:13][CH2:12][CH:11]([C:14]2[CH:19]=[CH:18][C:17]([NH:20][C:21]([C:23]3[N:24](COCC[Si](C)(C)C)[CH:25]=[C:26]([C:28]#[N:29])[N:27]=3)=[O:22])=[C:16]([C:38]3[CH2:43][CH2:42][C:41]([CH3:45])([CH3:44])[CH2:40][CH:39]=3)[CH:15]=2)[CH2:10][CH2:9]1)=O)(C)(C)C.CO.C(O)(C(F)(F)F)=O. Product: [CH3:44][C:41]1([CH3:45])[CH2:42][CH2:43][C:38]([C:16]2[CH:15]=[C:14]([CH:11]3[CH2:10][CH2:9][NH:8][CH2:13][CH2:12]3)[CH:19]=[CH:18][C:17]=2[NH:20][C:21]([C:23]2[NH:24][CH:25]=[C:26]([C:28]#[N:29])[N:27]=2)=[O:22])=[CH:39][CH2:40]1. The catalyst class is: 2. (2) Reactant: [CH2:1]([S:3]([Cl:6])(=[O:5])=[O:4])[CH3:2].Cl.Cl.[NH2:9][C:10]1[CH:15]=[CH:14][C:13]([C:16]2[CH:21]=[CH:20][C:19]([NH:22][C:23]([C@@H:25]3[CH:30]4[CH2:31][CH2:32][N:27]([CH2:28][CH2:29]4)[CH2:26]3)=[O:24])=[CH:18][CH:17]=2)=[CH:12][CH:11]=1. Product: [ClH:6].[CH2:1]([S:3]([NH:9][C:10]1[CH:15]=[CH:14][C:13]([C:16]2[CH:17]=[CH:18][C:19]([NH:22][C:23]([C@@H:25]3[CH:30]4[CH2:29][CH2:28][N:27]([CH2:32][CH2:31]4)[CH2:26]3)=[O:24])=[CH:20][CH:21]=2)=[CH:12][CH:11]=1)(=[O:5])=[O:4])[CH3:2]. The catalyst class is: 3. (3) Reactant: [CH3:1][O:2][C:3]1[CH:4]=[C:5]([CH:34]=[CH:35][C:36]=1[O:37][CH3:38])[CH2:6][O:7][C:8]1[CH:32]=[CH:31][C:11]([C:12]([NH:14][C:15]2[CH:23]=[CH:22][C:21]([O:24][C:25]3[CH:30]=[CH:29][CH:28]=[CH:27][CH:26]=3)=[CH:20][C:16]=2[C:17](O)=[O:18])=[O:13])=[CH:10][C:9]=1[Cl:33].C1C=CC2N(O)N=NC=2C=1.C(N=C=NC(C)C)(C)C.[CH3:58][O:59][C:60]1[CH:68]=[CH:67][CH:66]=[CH:65][C:61]=1[CH2:62][CH2:63][NH2:64]. Product: [Cl:33][C:9]1[CH:10]=[C:11]([CH:31]=[CH:32][C:8]=1[O:7][CH2:6][C:5]1[CH:34]=[CH:35][C:36]([O:37][CH3:38])=[C:3]([O:2][CH3:1])[CH:4]=1)[C:12]([NH:14][C:15]1[CH:23]=[CH:22][C:21]([O:24][C:25]2[CH:26]=[CH:27][CH:28]=[CH:29][CH:30]=2)=[CH:20][C:16]=1[C:17]([NH:64][CH2:63][CH2:62][C:61]1[CH:65]=[CH:66][CH:67]=[CH:68][C:60]=1[O:59][CH3:58])=[O:18])=[O:13]. The catalyst class is: 3. (4) Reactant: [O:1]1[CH:5]=[CH:4][CH:3]=[C:2]1[CH2:6][CH2:7][C:8]([OH:10])=O.[CH:11]1([N:17]=C=[N:17][CH:11]2[CH2:16][CH2:15][CH2:14][CH2:13][CH2:12]2)[CH2:16][CH2:15][CH2:14][CH2:13][CH2:12]1.NC1C=CC=CC=1. Product: [O:1]1[CH:5]=[CH:4][CH:3]=[C:2]1[CH2:6][CH2:7][C:8]([NH:17][C:11]1[CH:16]=[CH:15][CH:14]=[CH:13][CH:12]=1)=[O:10]. The catalyst class is: 2. (5) Reactant: [OH:1][CH2:2][C:3]1[CH:8]=[CH:7][C:6](B(O)O)=[CH:5][CH:4]=1.[OH-].[Na+].Cl.[N:15]12[CH2:22][CH2:21][CH:18]([CH2:19][CH2:20]1)[C@@H:17]([NH:23][C:24]([C:26]1[O:27][C:28]3[CH:34]=[CH:33][C:32](Br)=[CH:31][C:29]=3[CH:30]=1)=[O:25])[CH2:16]2. Product: [N:15]12[CH2:20][CH2:19][CH:18]([CH2:21][CH2:22]1)[C@@H:17]([NH:23][C:24]([C:26]1[O:27][C:28]3[CH:34]=[CH:33][C:32]([C:6]4[CH:7]=[CH:8][C:3]([CH2:2][OH:1])=[CH:4][CH:5]=4)=[CH:31][C:29]=3[CH:30]=1)=[O:25])[CH2:16]2. The catalyst class is: 151. (6) Reactant: [CH3:1][C@:2]1([NH:35][C:36](=[O:42])[O:37][C:38]([CH3:41])([CH3:40])[CH3:39])[CH2:6][CH2:5][N:4]([C@@H:7]([C:12]2[CH:13]=[N:14][C:15]([NH:18]/[N:19]=[CH:20]/[C:21]3[CH:30]=[CH:29][C:28]4[C:23](=[C:24]([O:31][CH:32]([CH3:34])[CH3:33])[CH:25]=[CH:26][CH:27]=4)[N:22]=3)=[CH:16][CH:17]=2)[C:8]([F:11])([F:10])[F:9])[CH2:3]1.C(O)(=O)C.C(O)(=O)C.IC1C=CC=CC=1. Product: [CH3:1][C@:2]1([NH:35][C:36](=[O:42])[O:37][C:38]([CH3:40])([CH3:39])[CH3:41])[CH2:6][CH2:5][N:4]([C@@H:7]([C:12]2[CH:17]=[CH:16][C:15]3[N:14]([C:20]([C:21]4[CH:30]=[CH:29][C:28]5[C:23](=[C:24]([O:31][CH:32]([CH3:34])[CH3:33])[CH:25]=[CH:26][CH:27]=5)[N:22]=4)=[N:19][N:18]=3)[CH:13]=2)[C:8]([F:11])([F:10])[F:9])[CH2:3]1. The catalyst class is: 2. (7) Reactant: [N+:1]([C:4]1[CH:5]=[CH:6][C:7]2[CH2:12][O:11][C:10](=[O:13])[NH:9][C:8]=2[CH:14]=1)([O-])=O.OCC1C=CC([N+]([O-])=O)=CC=1NC(=O)OC.C1CCN2C(=NCCC2)CC1. Product: [NH2:1][C:4]1[CH:5]=[CH:6][C:7]2[CH2:12][O:11][C:10](=[O:13])[NH:9][C:8]=2[CH:14]=1. The catalyst class is: 308. (8) Reactant: [C@H:1]1([O:12][C@H:13]2[C@H:22]([OH:23])[C@@H:21]([CH2:24][O:25][C@H:26]3[O:34][C@H:33]([CH2:35][OH:36])[C@@H:31]([OH:32])[C@H:29]([OH:30])[C@@H:27]3[OH:28])[O:20][C@H:15]([O:16][CH2:17][CH2:18][NH2:19])[C@H:14]2[OH:37])[O:9][C@H:8]([CH2:10][OH:11])[C@@H:6]([OH:7])[C@H:4]([OH:5])[C@@H:2]1[OH:3].[CH2:38]([O:45][C:46](=[O:64])[C@@H:47]([NH:53][C:54]([O:56][CH2:57][C:58]1[CH:63]=[CH:62][CH:61]=[CH:60][CH:59]=1)=[O:55])[CH2:48][CH2:49][C:50](O)=[O:51])[C:39]1[CH:44]=[CH:43][CH:42]=[CH:41][CH:40]=1.C(Cl)CCl. Product: [CH2:57]([O:56][C:54]([NH:53][C@@H:47]([CH2:48][CH2:49][C:50]([NH:19][CH2:18][CH2:17][O:16][C@H:15]1[O:20][C@H:21]([CH2:24][O:25][C@H:26]2[O:34][C@H:33]([CH2:35][OH:36])[C@@H:31]([OH:32])[C@H:29]([OH:30])[C@@H:27]2[OH:28])[C@@H:22]([OH:23])[C@H:13]([O:12][C@H:1]2[O:9][C@H:8]([CH2:10][OH:11])[C@@H:6]([OH:7])[C@H:4]([OH:5])[C@@H:2]2[OH:3])[C@@H:14]1[OH:37])=[O:51])[C:46]([O:45][CH2:38][C:39]1[CH:44]=[CH:43][CH:42]=[CH:41][CH:40]=1)=[O:64])=[O:55])[C:58]1[CH:59]=[CH:60][CH:61]=[CH:62][CH:63]=1. The catalyst class is: 239. (9) Reactant: [NH:1]1[CH:5]=[CH:4][N:3]=[CH:2]1.[N+:6]([C:9]1[CH:16]=[CH:15][C:12]([CH2:13]Br)=[CH:11][CH:10]=1)([O-:8])=[O:7].C([O-])([O-])=O.[K+].[K+].O. Product: [NH:1]1[CH:5]=[CH:4][N:3]=[C:2]1[CH2:13][C:12]1[CH:15]=[CH:16][C:9]([N+:6]([O-:8])=[O:7])=[CH:10][CH:11]=1. The catalyst class is: 290.